Dataset: Full USPTO retrosynthesis dataset with 1.9M reactions from patents (1976-2016). Task: Predict the reactants needed to synthesize the given product. Given the product [ClH:1].[S:32]1[C:40]2[CH:39]=[C:38]([CH2:41][NH:3][CH:4]3[CH2:5][CH2:6][N:7]([CH2:10][C@H:11]4[N:21]5[C:22]6[N:13]([C:14](=[O:24])[CH:15]=[CH:16][C:17]=6[CH:18]=[CH:19][C:20]5=[O:23])[CH2:12]4)[CH2:8][CH2:9]3)[N:37]=[CH:36][C:35]=2[O:34][CH2:33]1, predict the reactants needed to synthesize it. The reactants are: [ClH:1].Cl.[NH2:3][CH:4]1[CH2:9][CH2:8][N:7]([CH2:10][C@H:11]2[N:21]3[C:22]4[N:13]([C:14](=[O:24])[CH:15]=[CH:16][C:17]=4[CH:18]=[CH:19][C:20]3=[O:23])[CH2:12]2)[CH2:6][CH2:5]1.C(N(CC)CC)C.[S:32]1[C:40]2[CH:39]=[C:38]([CH:41]=O)[N:37]=[CH:36][C:35]=2[O:34][CH2:33]1.[BH-](OC(C)=O)(OC(C)=O)OC(C)=O.[Na+].C([O-])(O)=O.[Na+].